The task is: Predict which catalyst facilitates the given reaction.. This data is from Catalyst prediction with 721,799 reactions and 888 catalyst types from USPTO. (1) Reactant: [CH2:1]([C:3]1[N:7]=[C:6]([CH2:8][CH2:9][NH:10]C(=O)OC(C)(C)C)[O:5][N:4]=1)[CH3:2].[ClH:18]. Product: [ClH:18].[CH2:1]([C:3]1[N:7]=[C:6]([CH2:8][CH2:9][NH2:10])[O:5][N:4]=1)[CH3:2]. The catalyst class is: 4. (2) Reactant: [N:1]1[CH:6]=[CH:5][C:4]([O:7][C:8]2[CH:9]=[C:10]([C:14]3[C:15]4[O:22][C:21]([CH:23]=O)=[CH:20][C:16]=4[CH:17]=[N:18][CH:19]=3)[CH:11]=[CH:12][CH:13]=2)=[CH:3][CH:2]=1.[CH2:25]1[S:31][C:29](=[O:30])[NH:28][C:26]1=[O:27].NCCC(O)=O. Product: [N:1]1[CH:2]=[CH:3][C:4]([O:7][C:8]2[CH:9]=[C:10]([C:14]3[C:15]4[O:22][C:21](/[CH:23]=[C:25]5/[C:26](=[O:27])[NH:28][C:29](=[O:30])[S:31]/5)=[CH:20][C:16]=4[CH:17]=[N:18][CH:19]=3)[CH:11]=[CH:12][CH:13]=2)=[CH:5][CH:6]=1. The catalyst class is: 15. (3) Reactant: O[C:2]1[CH:7]=[CH:6][CH:5]=[CH:4][C:3]=1[C:8](=[O:20])[CH2:9][C:10]([C:12]1[CH:17]=[C:16](OC)[CH:15]=[CH:14][N:13]=1)=[O:11].C[C:22](O)=[O:23]. Product: [CH3:22][O:23][C:15]1[CH:16]=[CH:17][C:12]([C:10]2[O:11][C:2]3[C:3]([C:8](=[O:20])[CH:9]=2)=[CH:4][CH:5]=[CH:6][CH:7]=3)=[N:13][CH:14]=1. The catalyst class is: 126. (4) Reactant: [NH:1]1[CH2:6][CH2:5][CH:4]([CH2:7][OH:8])[CH2:3][CH2:2]1.[C:9](O[C:9]([O:11][C:12]([CH3:15])([CH3:14])[CH3:13])=[O:10])([O:11][C:12]([CH3:15])([CH3:14])[CH3:13])=[O:10]. Product: [OH:8][CH2:7][CH:4]1[CH2:5][CH2:6][N:1]([C:9]([O:11][C:12]([CH3:15])([CH3:14])[CH3:13])=[O:10])[CH2:2][CH2:3]1. The catalyst class is: 4. (5) Reactant: [NH2:1][C:2]1[C:7]([CH:8]=O)=[CH:6][N:5]=[CH:4][N:3]=1.C[O-].[Na+].[N+:13]([C:16]1[CH:30]=[CH:29][CH:28]=[CH:27][C:17]=1[CH2:18]P(=O)(OCC)OCC)([O-:15])=[O:14].CO. Product: [N+:13]([C:16]1[CH:30]=[CH:29][CH:28]=[CH:27][C:17]=1/[CH:18]=[CH:8]/[C:7]1[C:2]([NH2:1])=[N:3][CH:4]=[N:5][CH:6]=1)([O-:15])=[O:14]. The catalyst class is: 3. (6) Reactant: [CH:1]1[CH:6]=[CH:5][CH:4]=[CH:3][CH:2]=1.[C:7](Cl)(=[O:11])/[CH:8]=[CH:9]/[CH3:10].[Cl-].[Al+3].[Cl-].[Cl-]. Product: [C:7]([C:1]1[CH:6]=[CH:5][CH:4]=[CH:3][CH:2]=1)(=[O:11])/[CH:8]=[CH:9]/[CH3:10]. The catalyst class is: 4. (7) Reactant: [NH2:1][C:2]1[C:7]([C:8]([O:10]CC)=O)=[CH:6][N:5]=[C:4]([S:13][CH3:14])[N:3]=1.[H-].[Na+].[Cl:17][C:18]1[CH:23]=[CH:22][CH:21]=[C:20]([Cl:24])[C:19]=1[N:25]=[C:26]=[O:27].Cl. Product: [Cl:17][C:18]1[CH:23]=[CH:22][CH:21]=[C:20]([Cl:24])[C:19]=1[N:25]1[C:8](=[O:10])[C:7]2[C:2](=[N:3][C:4]([S:13][CH3:14])=[N:5][CH:6]=2)[NH:1][C:26]1=[O:27]. The catalyst class is: 42. (8) Reactant: Br[C:2]1[C:3]([F:15])=[C:4]([C:9]2[CH:10]=[N:11][CH:12]=[CH:13][CH:14]=2)[C:5]([F:8])=[CH:6][CH:7]=1.C([O-])(=O)C.[K+].[B:21]1(B2OCC(C)(C)CO2)[O:26]CC(C)(C)C[O:22]1. Product: [F:15][C:3]1[C:4]([C:9]2[CH:10]=[N:11][CH:12]=[CH:13][CH:14]=2)=[C:5]([F:8])[CH:6]=[CH:7][C:2]=1[B:21]([OH:26])[OH:22]. The catalyst class is: 12. (9) Product: [C:25]([N:22]1[CH2:21][CH2:20][CH:19]([CH2:18][O:17][C:14]2[N:13]=[CH:12][C:11]([C:8]3[CH:9]=[CH:10][C:5]([S:2]([CH3:1])(=[O:4])=[O:3])=[CH:6][CH:7]=3)=[CH:16][N:15]=2)[CH2:24][CH2:23]1)(=[O:27])[C:40]1[CH:45]=[CH:44][CH:43]=[CH:42][CH:41]=1. Reactant: [CH3:1][S:2]([C:5]1[CH:10]=[CH:9][C:8]([C:11]2[CH:12]=[N:13][C:14]([O:17][CH2:18][CH:19]3[CH2:24][CH2:23][N:22]([C:25]([O:27]C(C)(C)C)=O)[CH2:21][CH2:20]3)=[N:15][CH:16]=2)=[CH:7][CH:6]=1)(=[O:4])=[O:3].C(O)(C(F)(F)F)=O.C(Cl)(=O)[C:40]1[CH:45]=[CH:44][CH:43]=[CH:42][CH:41]=1.C(N(CC)CC)C. The catalyst class is: 2.